Dataset: CYP1A2 inhibition data for predicting drug metabolism from PubChem BioAssay. Task: Regression/Classification. Given a drug SMILES string, predict its absorption, distribution, metabolism, or excretion properties. Task type varies by dataset: regression for continuous measurements (e.g., permeability, clearance, half-life) or binary classification for categorical outcomes (e.g., BBB penetration, CYP inhibition). Dataset: cyp1a2_veith. (1) The molecule is CCOC(=O)N1CCC(NC(=O)CCC(=O)N2CC(C)Oc3ccc(C)cc32)CC1. The result is 0 (non-inhibitor). (2) The compound is O=C(NCCc1c[nH]c2ccccc12)C1CCN(c2nnc(N3CCCC3=O)s2)CC1. The result is 1 (inhibitor). (3) The compound is CSCC[C@@H]1NC(=O)C/C=C\[C@@H](C)COC(=O)[C@@H](C)COC1=O. The result is 0 (non-inhibitor).